This data is from Full USPTO retrosynthesis dataset with 1.9M reactions from patents (1976-2016). The task is: Predict the reactants needed to synthesize the given product. (1) Given the product [Cl:10][C:11]1[C:12]([C:13](=[O:14])[CH2:1][C:2]2[CH:7]=[CH:6][N:5]=[C:4]([S:8][CH3:9])[N:3]=2)=[CH:17][C:18]([F:28])=[CH:19][C:20]=1[NH:21][C:22](=[O:27])[C:23]([CH3:25])([CH3:24])[CH3:26], predict the reactants needed to synthesize it. The reactants are: [CH3:1][C:2]1[CH:7]=[CH:6][N:5]=[C:4]([S:8][CH3:9])[N:3]=1.[Cl:10][C:11]1[C:20]([NH:21][C:22](=[O:27])[C:23]([CH3:26])([CH3:25])[CH3:24])=[CH:19][C:18]([F:28])=[CH:17][C:12]=1[C:13](OC)=[O:14].[Li+].C[Si]([N-][Si](C)(C)C)(C)C. (2) Given the product [NH2:1][C:2]1[S:3][C:4]([C:17]2[CH:22]=[CH:21][CH:20]=[C:19]([F:23])[CH:18]=2)=[C:5]([C:7]([N:9]2[C@H:14]([CH2:15][NH:16][C:35]([C:29]3[N:30]([CH3:34])[C:31]4[C:27]([CH:28]=3)=[CH:26][C:25]([F:24])=[CH:33][CH:32]=4)=[O:36])[CH2:13][C@H:12]3[C@@H:10]2[CH2:11]3)=[O:8])[N:6]=1, predict the reactants needed to synthesize it. The reactants are: [NH2:1][C:2]1[S:3][C:4]([C:17]2[CH:22]=[CH:21][CH:20]=[C:19]([F:23])[CH:18]=2)=[C:5]([C:7]([N:9]2[C@H:14]([CH2:15][NH2:16])[CH2:13][C@H:12]3[C@@H:10]2[CH2:11]3)=[O:8])[N:6]=1.[F:24][C:25]1[CH:26]=[C:27]2[C:31](=[CH:32][CH:33]=1)[N:30]([CH3:34])[C:29]([C:35](O)=[O:36])=[CH:28]2. (3) Given the product [CH:5]12[N:8]([C:9]3[CH:16]=[CH:15][C:12]([CH2:13][NH2:14])=[C:11]([Cl:17])[CH:10]=3)[CH:1]([CH2:7][CH2:6]1)[CH2:2][CH2:3][CH2:4]2, predict the reactants needed to synthesize it. The reactants are: [CH:1]12[N:8]([C:9]3[CH:16]=[CH:15][C:12]([C:13]#[N:14])=[C:11]([Cl:17])[CH:10]=3)[CH:5]([CH2:6][CH2:7]1)[CH2:4][CH2:3][CH2:2]2.[H-].[H-].[H-].[H-].[Li+].[Al+3]. (4) Given the product [CH2:13]([O:15][C:16](=[O:20])/[CH:17]=[C:18](/[O:10][C:6]1[CH:7]=[CH:8][CH:9]=[C:4]([CH2:3][C:2]([OH:1])([CH3:12])[CH3:11])[CH:5]=1)\[CH3:19])[CH3:14], predict the reactants needed to synthesize it. The reactants are: [OH:1][C:2]([CH3:12])([CH3:11])[CH2:3][C:4]1[CH:5]=[C:6]([OH:10])[CH:7]=[CH:8][CH:9]=1.[CH2:13]([O:15][C:16](=[O:20])[C:17]#[C:18][CH3:19])[CH3:14].C(=O)([O-])[O-].[K+].[K+]. (5) Given the product [CH2:13]([N:12]([CH2:16][CH2:17][CH3:18])[CH2:11][CH2:10][CH2:9][CH2:8][N:7]([CH2:26][C:27]1[CH:34]=[CH:33][C:30]([C:31]#[N:32])=[CH:29][CH:28]=1)[C:1]1[CH:6]=[CH:5][CH:4]=[CH:3][CH:2]=1)[CH2:14][CH3:15], predict the reactants needed to synthesize it. The reactants are: [C:1]1([NH:7][CH2:8][CH2:9][CH2:10][CH2:11][N:12]([CH2:16][CH2:17][CH3:18])[CH2:13][CH2:14][CH3:15])[CH:6]=[CH:5][CH:4]=[CH:3][CH:2]=1.C(=O)([O-])[O-].[Cs+].[Cs+].Br[CH2:26][C:27]1[CH:34]=[CH:33][C:30]([C:31]#[N:32])=[CH:29][CH:28]=1.